From a dataset of Catalyst prediction with 721,799 reactions and 888 catalyst types from USPTO. Predict which catalyst facilitates the given reaction. (1) Reactant: [F:1][C:2]1[CH:3]=[C:4]([CH:6]=[CH:7][C:8]=1[F:9])[NH2:5].CCN(CC)CC.[F:17][C:18]1[CH:26]=[CH:25][C:24]([N+:27]([O-:29])=[O:28])=[CH:23][C:19]=1[C:20](Cl)=[O:21]. Product: [F:1][C:2]1[CH:3]=[C:4]([NH:5][C:20](=[O:21])[C:19]2[CH:23]=[C:24]([N+:27]([O-:29])=[O:28])[CH:25]=[CH:26][C:18]=2[F:17])[CH:6]=[CH:7][C:8]=1[F:9]. The catalyst class is: 2. (2) Product: [CH:13]1([N:3]2[C:2](=[O:1])[N:6](/[CH:7]=[CH:8]/[C:9]([O:11][CH3:12])=[O:10])[N:5]=[N:4]2)[CH2:17][CH2:16][CH2:15][CH2:14]1. The catalyst class is: 163. Reactant: [O:1]=[C:2]1[N:6](/[CH:7]=[CH:8]/[C:9]([O:11][CH3:12])=[O:10])[N:5]=[N:4][NH:3]1.[CH:13]1(I)[CH2:17][CH2:16][CH2:15][CH2:14]1.CCN(C(C)C)C(C)C. (3) Reactant: [N:1]12[CH2:8][CH2:7][C:4]([C:9]([C:16]3[S:17][CH:18]=[CH:19][CH:20]=3)([C:11]3[S:12][CH:13]=[CH:14][CH:15]=3)[OH:10])([CH2:5][CH2:6]1)[CH2:3][CH2:2]2.[C:21]1([O:27][CH2:28][CH2:29][CH2:30][Br:31])[CH:26]=[CH:25][CH:24]=[CH:23][CH:22]=1. Product: [Br-:31].[OH:10][C:9]([C:16]1[S:17][CH:18]=[CH:19][CH:20]=1)([C:11]1[S:12][CH:13]=[CH:14][CH:15]=1)[C:4]12[CH2:5][CH2:6][N+:1]([CH2:30][CH2:29][CH2:28][O:27][C:21]3[CH:26]=[CH:25][CH:24]=[CH:23][CH:22]=3)([CH2:8][CH2:7]1)[CH2:2][CH2:3]2. The catalyst class is: 22.